This data is from Catalyst prediction with 721,799 reactions and 888 catalyst types from USPTO. The task is: Predict which catalyst facilitates the given reaction. (1) Reactant: [I:1][C:2]1[CH:7]=[CH:6][C:5]([N:8]2[CH2:13][CH2:12][C:11]3[C:14]([C:25]([O:27]CC)=O)=[N:15][N:16]([C:17]4[CH:22]=[CH:21][C:20]([O:23][CH3:24])=[CH:19][CH:18]=4)[C:10]=3[C:9]2=[O:30])=[CH:4][CH:3]=1.O.[NH3:32]. Product: [I:1][C:2]1[CH:7]=[CH:6][C:5]([N:8]2[CH2:13][CH2:12][C:11]3[C:14]([C:25]([NH2:32])=[O:27])=[N:15][N:16]([C:17]4[CH:18]=[CH:19][C:20]([O:23][CH3:24])=[CH:21][CH:22]=4)[C:10]=3[C:9]2=[O:30])=[CH:4][CH:3]=1. The catalyst class is: 196. (2) Reactant: C[O:2][C:3]1[C:8]2[C:9]([C:12]3[CH:17]=[CH:16][C:15]([S:18]([NH2:21])(=[O:20])=[O:19])=[CH:14][CH:13]=3)=[N:10][NH:11][C:7]=2[CH:6]=[CH:5][N:4]=1.[I-].[Na+].Cl[Si](C)(C)C.C(=O)([O-])O.[Na+]. Product: [O:2]=[C:3]1[C:8]2[C:9]([C:12]3[CH:13]=[CH:14][C:15]([S:18]([NH2:21])(=[O:20])=[O:19])=[CH:16][CH:17]=3)=[N:10][NH:11][C:7]=2[CH:6]=[CH:5][NH:4]1. The catalyst class is: 10. (3) Reactant: C(OC(N1CC(C)NC(C)C1)=O)(C)(C)C.[C:16]([O:20][C:21]([N:23]1[CH2:28][CH:27]([CH3:29])[N:26]([C:30]([C:32]2[C:40]3[C:35](=[C:36]([O:41][CH3:42])[CH:37]=[CH:38][CH:39]=3)[N:34]([CH2:43][CH:44]3[CH2:49][CH2:48][CH2:47][CH2:46][CH2:45]3)[CH:33]=2)=[O:31])[CH:25]([CH3:50])[CH2:24]1)=[O:22])([CH3:19])([CH3:18])[CH3:17].FC(F)(F)C(O)=O.[Cl:58]CCl. Product: [C:16]([O:20][C:21]([N:23]1[CH2:24][CH:25]([CH3:50])[N:26]([C:30]([C:32]2[C:40]3[C:35](=[C:36]([O:41][CH3:42])[CH:37]=[CH:38][CH:39]=3)[N:34]([CH2:43][CH:44]3[CH2:45][CH2:46][CH2:47][CH2:48][CH2:49]3)[CH:33]=2)=[O:31])[CH:27]([CH3:29])[CH2:28]1)=[O:22])([CH3:17])([CH3:18])[CH3:19].[ClH:58].[CH:44]1([CH2:43][N:34]2[C:35]3[C:40](=[CH:39][CH:38]=[CH:37][C:36]=3[O:41][CH3:42])[C:32]([C:30]([N:26]3[CH:25]([CH3:50])[CH2:24][NH:23][CH2:28][CH:27]3[CH3:29])=[O:31])=[CH:33]2)[CH2:49][CH2:48][CH2:47][CH2:46][CH2:45]1. The catalyst class is: 74.